Dataset: Full USPTO retrosynthesis dataset with 1.9M reactions from patents (1976-2016). Task: Predict the reactants needed to synthesize the given product. Given the product [O:57]=[S:2]1(=[O:1])[CH2:7][C@@H:6]2[CH2:8][C@H:3]1[CH2:4][N:5]2[CH2:9][CH2:10][NH:11][C@:12]12[CH2:53][CH2:52][C@@H:51]([C:54]([CH3:56])=[CH2:55])[C@@H:13]1[C@@H:14]1[C@@:27]([CH3:30])([CH2:28][CH2:29]2)[C@@:26]2([CH3:31])[C@@H:17]([C@:18]3([CH3:50])[C@@H:23]([CH2:24][CH2:25]2)[C:22]([CH3:32])([CH3:33])[C:21]([C:34]2[CH2:39][CH2:38][C@@H:37]([C:40]([OH:42])=[O:41])[CH2:36][CH:35]=2)=[CH:20][CH2:19]3)[CH2:16][CH2:15]1, predict the reactants needed to synthesize it. The reactants are: [O:1]=[S:2]1(=[O:57])[CH2:7][C@@H:6]2[CH2:8][C@H:3]1[CH2:4][N:5]2[CH2:9][CH2:10][NH:11][C@:12]12[CH2:53][CH2:52][C@@H:51]([C:54]([CH3:56])=[CH2:55])[C@@H:13]1[C@@H:14]1[C@@:27]([CH3:30])([CH2:28][CH2:29]2)[C@@:26]2([CH3:31])[C@@H:17]([C@:18]3([CH3:50])[C@@H:23]([CH2:24][CH2:25]2)[C:22]([CH3:33])([CH3:32])[C:21]([C:34]2[CH2:39][CH2:38][C@@H:37]([C:40]([O:42]CC4C=CC=CC=4)=[O:41])[CH2:36][CH:35]=2)=[CH:20][CH2:19]3)[CH2:16][CH2:15]1.[OH-].[Li+].